This data is from Full USPTO retrosynthesis dataset with 1.9M reactions from patents (1976-2016). The task is: Predict the reactants needed to synthesize the given product. (1) The reactants are: [O:1]1[CH:5]=[CH:4][CH:3]=[C:2]1[C:6]1[C:11]([I:12])=[C:10](S(C)=O)[N:9]=[C:8]([NH2:16])[N:7]=1.[CH3:17][NH2:18]. Given the product [O:1]1[CH:5]=[CH:4][CH:3]=[C:2]1[C:6]1[N:7]=[C:8]([NH2:16])[N:9]=[C:10]([NH:18][CH3:17])[C:11]=1[I:12], predict the reactants needed to synthesize it. (2) Given the product [C:1]([C:3]1[CH:4]=[C:5]([CH:27]=[CH:28][CH:29]=1)[C:6]([NH:8][C:9]1[N:10]([CH2:22][CH2:23][CH2:24][O:25][CH3:26])[C:11]2[C:17]([C:18]([OH:20])=[O:19])=[CH:16][CH:15]=[CH:14][C:12]=2[N:13]=1)=[O:7])#[N:2], predict the reactants needed to synthesize it. The reactants are: [C:1]([C:3]1[CH:4]=[C:5]([CH:27]=[CH:28][CH:29]=1)[C:6]([NH:8][C:9]1[N:10]([CH2:22][CH2:23][CH2:24][O:25][CH3:26])[C:11]2[C:17]([C:18]([O:20]C)=[O:19])=[CH:16][CH:15]=[CH:14][C:12]=2[N:13]=1)=[O:7])#[N:2].[OH-].[K+]. (3) Given the product [CH3:1][S:2]([OH:5])(=[O:4])=[O:3].[O:12]([CH2:11][C:7]1([CH2:6][NH2:20])[CH2:10][CH2:9][CH2:8]1)[C:13]1[CH:18]=[CH:17][CH:16]=[CH:15][CH:14]=1.[O:12]([CH2:11][C:7]1([CH2:6][NH2:20])[CH2:10][CH2:9][CH2:8]1)[C:13]1[CH:18]=[CH:17][CH:16]=[CH:15][CH:14]=1, predict the reactants needed to synthesize it. The reactants are: [CH3:1][S:2]([O:5][CH2:6][C:7]1([CH2:11][O:12][C:13]2[CH:18]=[CH:17][CH:16]=[CH:15][CH:14]=2)[CH2:10][CH2:9][CH2:8]1)(=[O:4])=[O:3].[OH-].[NH4+:20].N.CC(O)C. (4) The reactants are: [Cl:1][C:2]1[CH:7]=[CH:6][CH:5]=[CH:4][C:3]=1[SH:8].[H-].[Na+].C([O:13][C:14]([C@@H:16]1[CH2:20][C@@H:19](OS(C)(=O)=O)[CH2:18][C@H:17]1[CH2:26][N:27]1[CH2:32][CH2:31][CH:30]([C:33]2[CH:38]=[CH:37][C:36]([F:39])=[CH:35][CH:34]=2)[CH2:29][CH2:28]1)=[O:15])C. Given the product [Cl:1][C:2]1[CH:7]=[CH:6][CH:5]=[CH:4][C:3]=1[S:8][C@H:19]1[CH2:20][C@@H:16]([C:14]([OH:15])=[O:13])[C@H:17]([CH2:26][N:27]2[CH2:28][CH2:29][CH:30]([C:33]3[CH:34]=[CH:35][C:36]([F:39])=[CH:37][CH:38]=3)[CH2:31][CH2:32]2)[CH2:18]1, predict the reactants needed to synthesize it.